Dataset: Protein-peptide binding for MDM2, ACE2, and 12ca5 with 34 validated binders. Task: Binary Classification. Given protein and peptide amino acid sequences, predict whether they interact or not. (1) The peptide is AAFAAAWNLLAAK. The protein target is MDM2 with sequence MCNTNMSVPTDGAVTTSQIPASEQETLVRPKPLLLKLLKSVGAQKDTYTMKEVLFYLGQYIMTKRLYDEKQQHIVYCSNDLLGDLFGVPSFSVKEHRKIYTMIYRNLVVVNQQESSDSGTSVSENRCHLEGGSDQKDLVQELQEEKPSSSHLVSRPSTSSRRRAISETEENSDELSGERQRKRHKSDSISLSFDESLALCVIREICCERSSSSESTGTPSNPDLDAGVSEHSGDWLDQDSVSDQFSVEFEVESLDSEDYSLSEEGQELSDEDDEVYQVTVYQAGESDTDSFEEDPEISLADYWKCTSCNEMNPPLPSHCNRCWALRENWLPEDKGKDKGEISEKAKLENSTQAEEGFDVPDCKKTIVNDSRESCVEENDDKITQASQSQESEDYSQPSTSSSIIYSSQEDVKEFEREETQDKEESVESSLPLNAIEPCVICQGRPKNGCIVHGKTGHLMACFTCAKKLKKRNKPCPVCRQPIQMIVLTYFP. (2) The protein target is ACE2 with sequence MSSSSWLLLSLVAVTAAQSTIEEQAKTFLDKFNHEAEDLFYQSSLASWNYNTNITEENVQNMNNAGDKWSAFLKEQSTLAQMYPLQEIQNLTVKLQLQALQQNGSSVLSEDKSKRLNTILNTMSTIYSTGKVCNPDNPQECLLLEPGLNEIMANSLDYNERLWAWESWRSEVGKQLRPLYEEYVVLKNEMARANHYEDYGDYWRGDYEVNGVDGYDYSRGQLIEDVEHTFEEIKPLYEHLHAYVRAKLMNAYPSYISPIGCLPAHLLGDMWGRFWTNLYSLTVPFGQKPNIDVTDAMVDQAWDAQRIFKEAEKFFVSVGLPNMTQGFWENSMLTDPGNVQKAVCHPTAWDLGKGDFRILMCTKVTMDDFLTAHHEMGHIQYDMAYAAQPFLLRNGANEGFHEAVGEIMSLSAATPKHLKSIGLLSPDFQEDNETEINFLLKQALTIVGTLPFTYMLEKWRWMVFKGEIPKDQWMKKWWEMKREIVGVVEPVPHDETYCDP.... The peptide is LQRTMLLWTRPFK. (3) The protein target is ACE2 with sequence MSSSSWLLLSLVAVTAAQSTIEEQAKTFLDKFNHEAEDLFYQSSLASWNYNTNITEENVQNMNNAGDKWSAFLKEQSTLAQMYPLQEIQNLTVKLQLQALQQNGSSVLSEDKSKRLNTILNTMSTIYSTGKVCNPDNPQECLLLEPGLNEIMANSLDYNERLWAWESWRSEVGKQLRPLYEEYVVLKNEMARANHYEDYGDYWRGDYEVNGVDGYDYSRGQLIEDVEHTFEEIKPLYEHLHAYVRAKLMNAYPSYISPIGCLPAHLLGDMWGRFWTNLYSLTVPFGQKPNIDVTDAMVDQAWDAQRIFKEAEKFFVSVGLPNMTQGFWENSMLTDPGNVQKAVCHPTAWDLGKGDFRILMCTKVTMDDFLTAHHEMGHIQYDMAYAAQPFLLRNGANEGFHEAVGEIMSLSAATPKHLKSIGLLSPDFQEDNETEINFLLKQALTIVGTLPFTYMLEKWRWMVFKGEIPKDQWMKKWWEMKREIVGVVEPVPHDETYCDP.... The peptide is VKKYLLLNANYPK. (4) The protein target is MDM2 with sequence MCNTNMSVPTDGAVTTSQIPASEQETLVRPKPLLLKLLKSVGAQKDTYTMKEVLFYLGQYIMTKRLYDEKQQHIVYCSNDLLGDLFGVPSFSVKEHRKIYTMIYRNLVVVNQQESSDSGTSVSENRCHLEGGSDQKDLVQELQEEKPSSSHLVSRPSTSSRRRAISETEENSDELSGERQRKRHKSDSISLSFDESLALCVIREICCERSSSSESTGTPSNPDLDAGVSEHSGDWLDQDSVSDQFSVEFEVESLDSEDYSLSEEGQELSDEDDEVYQVTVYQAGESDTDSFEEDPEISLADYWKCTSCNEMNPPLPSHCNRCWALRENWLPEDKGKDKGEISEKAKLENSTQAEEGFDVPDCKKTIVNDSRESCVEENDDKITQASQSQESEDYSQPSTSSSIIYSSQEDVKEFEREETQDKEESVESSLPLNAIEPCVICQGRPKNGCIVHGKTGHLMACFTCAKKLKKRNKPCPVCRQPIQMIVLTYFP. The peptide is TSFAAYWNALSP. The binding affinity (KD) is 30.0 nM. (5) The protein target is MDM2 with sequence MCNTNMSVPTDGAVTTSQIPASEQETLVRPKPLLLKLLKSVGAQKDTYTMKEVLFYLGQYIMTKRLYDEKQQHIVYCSNDLLGDLFGVPSFSVKEHRKIYTMIYRNLVVVNQQESSDSGTSVSENRCHLEGGSDQKDLVQELQEEKPSSSHLVSRPSTSSRRRAISETEENSDELSGERQRKRHKSDSISLSFDESLALCVIREICCERSSSSESTGTPSNPDLDAGVSEHSGDWLDQDSVSDQFSVEFEVESLDSEDYSLSEEGQELSDEDDEVYQVTVYQAGESDTDSFEEDPEISLADYWKCTSCNEMNPPLPSHCNRCWALRENWLPEDKGKDKGEISEKAKLENSTQAEEGFDVPDCKKTIVNDSRESCVEENDDKITQASQSQESEDYSQPSTSSSIIYSSQEDVKEFEREETQDKEESVESSLPLNAIEPCVICQGRPKNGCIVHGKTGHLMACFTCAKKLKKRNKPCPVCRQPIQMIVLTYFP. The peptide is AAFAAYWNALSAK. (6) The protein target is MDM2 with sequence MCNTNMSVPTDGAVTTSQIPASEQETLVRPKPLLLKLLKSVGAQKDTYTMKEVLFYLGQYIMTKRLYDEKQQHIVYCSNDLLGDLFGVPSFSVKEHRKIYTMIYRNLVVVNQQESSDSGTSVSENRCHLEGGSDQKDLVQELQEEKPSSSHLVSRPSTSSRRRAISETEENSDELSGERQRKRHKSDSISLSFDESLALCVIREICCERSSSSESTGTPSNPDLDAGVSEHSGDWLDQDSVSDQFSVEFEVESLDSEDYSLSEEGQELSDEDDEVYQVTVYQAGESDTDSFEEDPEISLADYWKCTSCNEMNPPLPSHCNRCWALRENWLPEDKGKDKGEISEKAKLENSTQAEEGFDVPDCKKTIVNDSRESCVEENDDKITQASQSQESEDYSQPSTSSSIIYSSQEDVKEFEREETQDKEESVESSLPLNAIEPCVICQGRPKNGCIVHGKTGHLMACFTCAKKLKKRNKPCPVCRQPIQMIVLTYFP. The peptide is ASFAEYWNALAPK.